From a dataset of Catalyst prediction with 721,799 reactions and 888 catalyst types from USPTO. Predict which catalyst facilitates the given reaction. (1) Reactant: COC(=O)[C:4]1[CH:9]=[CH:8][CH:7]=[C:6]([CH2:10][O:11][C:12]2[CH:17]=[CH:16][C:15]([C:18]3[CH:23]=[C:22]([F:24])[C:21]([F:25])=[CH:20][C:19]=3[CH3:26])=[CH:14][CH:13]=2)[C:5]=1[NH:27][N:28]([C:30]([O:32]C(C)(C)C)=O)[CH3:29]. Product: [F:25][C:21]1[C:22]([F:24])=[CH:23][C:18]([C:15]2[CH:16]=[CH:17][C:12]([O:11][CH2:10][C:6]3[CH:7]=[CH:8][CH:9]=[C:4]4[C:5]=3[NH:27][N:28]([CH3:29])[C:30]4=[O:32])=[CH:13][CH:14]=2)=[C:19]([CH3:26])[CH:20]=1. The catalyst class is: 1. (2) Reactant: [CH2:1]([N:8]=[C:9]=[O:10])[C:2]1[CH:7]=[CH:6][CH:5]=[CH:4][CH:3]=1.[NH2:11][CH2:12][C:13]1[NH:14][C:15](=[O:23])[C:16]2[CH:22]=[CH:21][CH:20]=[N:19][C:17]=2[N:18]=1. Product: [CH2:1]([NH:8][C:9]([NH:11][CH2:12][C:13]1[NH:14][C:15](=[O:23])[C:16]2[CH:22]=[CH:21][CH:20]=[N:19][C:17]=2[N:18]=1)=[O:10])[C:2]1[CH:7]=[CH:6][CH:5]=[CH:4][CH:3]=1. The catalyst class is: 17. (3) Reactant: [OH:1][CH2:2][C:3]1[C:8]([CH3:9])=[CH:7][CH:6]=[CH:5][C:4]=1[N:10]1[C:14](=[O:15])[N:13]([CH3:16])[N:12]=[N:11]1.O1CCCC1.[H-].[Na+].[Br:24][C:25]1[CH:30]=[CH:29][CH:28]=[C:27](Br)[N:26]=1. Product: [Br:24][C:25]1[N:26]=[C:27]([O:1][CH2:2][C:3]2[C:8]([CH3:9])=[CH:7][CH:6]=[CH:5][C:4]=2[N:10]2[C:14](=[O:15])[N:13]([CH3:16])[N:12]=[N:11]2)[CH:28]=[CH:29][CH:30]=1. The catalyst class is: 6.